This data is from Catalyst prediction with 721,799 reactions and 888 catalyst types from USPTO. The task is: Predict which catalyst facilitates the given reaction. (1) Reactant: [CH3:1][C:2]1[CH:11]=[CH:10][C:5]([C:6]([O:8][CH3:9])=[O:7])=[CH:4][C:3]=1[N:12]1[C:21](=[O:22])[C:20]2[C:15](=[CH:16][CH:17]=[C:18]([N:23]3[CH2:28][CH2:27][NH:26][CH2:25][CH2:24]3)[CH:19]=2)[N:14]=[CH:13]1.Br[CH2:30][CH:31]1[CH2:33][CH2:32]1.C(=O)([O-])[O-].[K+].[K+].CO. Product: [CH:31]1([CH2:30][N:26]2[CH2:27][CH2:28][N:23]([C:18]3[CH:19]=[C:20]4[C:15](=[CH:16][CH:17]=3)[N:14]=[CH:13][N:12]([C:3]3[CH:4]=[C:5]([CH:10]=[CH:11][C:2]=3[CH3:1])[C:6]([O:8][CH3:9])=[O:7])[C:21]4=[O:22])[CH2:24][CH2:25]2)[CH2:33][CH2:32]1. The catalyst class is: 39. (2) Reactant: [NH2:1][C:2]1[CH:7]=[CH:6][C:5]([Cl:8])=[CH:4][N:3]=1.[CH:9]([O:16][CH2:17][CH3:18])([O:13]CC)OCC.[N+:19]([CH2:22][C:23](OCC)=O)([O-])=O.[C:28](O)(=O)C. Product: [CH2:17]([O:16][C:9]([C:22]1[N:19]=[CH:28][N:1]([C:2]2[CH:7]=[CH:6][C:5]([Cl:8])=[CH:4][N:3]=2)[CH:23]=1)=[O:13])[CH3:18]. The catalyst class is: 292. (3) Reactant: C(OC(=O)[NH:7][CH:8]1[CH2:14][S:13][CH2:12][CH2:11][N:10]([CH2:15][C:16]2[CH:25]=[CH:24][C:23]3[C:18](=[CH:19][CH:20]=[CH:21][CH:22]=3)[CH:17]=2)[C:9]1=[O:26])(C)(C)C.[ClH:28]. Product: [ClH:28].[NH2:7][CH:8]1[CH2:14][S:13][CH2:12][CH2:11][N:10]([CH2:15][C:16]2[CH:25]=[CH:24][C:23]3[C:18](=[CH:19][CH:20]=[CH:21][CH:22]=3)[CH:17]=2)[C:9]1=[O:26]. The catalyst class is: 12. (4) Reactant: [NH:1]1[CH:5]=[C:4]([C:6]([O:8][CH2:9][CH3:10])=[O:7])[N:3]=[CH:2]1.C(=O)([O-])[O-].[K+].[K+].I[C:18]1[CH:25]=[CH:24][C:21]([C:22]#[N:23])=[CH:20][CH:19]=1.CN[C@H]1CCCC[C@@H]1NC. Product: [C:22]([C:21]1[CH:24]=[CH:25][C:18]([N:3]2[C:4]([C:6]([O:8][CH2:9][CH3:10])=[O:7])=[CH:5][N:1]=[CH:2]2)=[CH:19][CH:20]=1)#[N:23]. The catalyst class is: 185. (5) Reactant: [CH3:1][O:2][C:3]1[CH:9]=[CH:8][C:7]([N+:10]([O-:12])=[O:11])=[CH:6][C:4]=1[NH2:5].[C:13](OC(=O)C)(=[O:15])[CH3:14]. Product: [CH3:1][O:2][C:3]1[CH:9]=[CH:8][C:7]([N+:10]([O-:12])=[O:11])=[CH:6][C:4]=1[NH:5][C:13](=[O:15])[CH3:14]. The catalyst class is: 7. (6) Reactant: [OH:1][CH:2]([C:4]1([C:10]([OH:12])=O)[CH2:8][CH2:7][C:6](=[O:9])[CH2:5]1)[CH3:3].O[N:14]1C2N=CC=CC=2N=N1.C(Cl)CCl.C(OC1C=CC(C(F)(F)F)=CC=1CN)(C)(C)C. Product: [OH:1][CH:2]([C:4]1([C:10]([NH2:14])=[O:12])[CH2:8][CH2:7][C:6](=[O:9])[CH2:5]1)[CH3:3]. The catalyst class is: 2.